From a dataset of Catalyst prediction with 721,799 reactions and 888 catalyst types from USPTO. Predict which catalyst facilitates the given reaction. (1) Reactant: Br[CH2:2][C:3](=O)[CH3:4].[N:6]1[CH:11]=[CH:10][N:9]=[CH:8][C:7]=1[NH2:12]. Product: [CH3:4][C:3]1[N:12]=[C:7]2[CH:8]=[N:9][CH:10]=[CH:11][N:6]2[CH:2]=1. The catalyst class is: 14. (2) Reactant: [O:1]1[CH2:6][CH2:5][CH:4]([C:7]2[C:8]([O:13][CH:14]3[CH2:17][CH:16]([NH:18]C(=O)OC(C)(C)C)[CH2:15]3)=[N:9][CH:10]=[CH:11][CH:12]=2)[CH2:3][CH2:2]1.[ClH:26]. Product: [ClH:26].[O:1]1[CH2:6][CH2:5][CH:4]([C:7]2[C:8]([O:13][CH:14]3[CH2:17][CH:16]([NH2:18])[CH2:15]3)=[N:9][CH:10]=[CH:11][CH:12]=2)[CH2:3][CH2:2]1. The catalyst class is: 5. (3) Reactant: [CH3:1][C:2]1[C:6]2[CH:7]=[CH:8][C:9]([C:11]([F:14])([F:13])[F:12])=[CH:10][C:5]=2[S:4][C:3]=1[CH:15]([CH2:22][CH2:23][CH2:24][CH3:25])[CH2:16][C:17](OCC)=[O:18].[H-].C([Al+]CC(C)C)C(C)C.O. Product: [CH3:1][C:2]1[C:6]2[CH:7]=[CH:8][C:9]([C:11]([F:14])([F:12])[F:13])=[CH:10][C:5]=2[S:4][C:3]=1[CH:15]([CH2:22][CH2:23][CH2:24][CH3:25])[CH2:16][CH2:17][OH:18]. The catalyst class is: 182.